From a dataset of Peptide-MHC class II binding affinity with 134,281 pairs from IEDB. Regression. Given a peptide amino acid sequence and an MHC pseudo amino acid sequence, predict their binding affinity value. This is MHC class II binding data. (1) The peptide sequence is AAKVAATAANAAPAN. The binding affinity (normalized) is 0.221. The MHC is DRB1_0901 with pseudo-sequence DRB1_0901. (2) The peptide sequence is EVLDLEDDSQVDLAE. The MHC is DRB1_0101 with pseudo-sequence DRB1_0101. The binding affinity (normalized) is 0.124. (3) The MHC is HLA-DPA10201-DPB11401 with pseudo-sequence HLA-DPA10201-DPB11401. The peptide sequence is EKKYFAATQFEPLFA. The binding affinity (normalized) is 0.882. (4) The peptide sequence is RRGVRSLSNKIKQKTHHHHHH. The MHC is DRB1_1301 with pseudo-sequence DRB1_1301. The binding affinity (normalized) is 0.744. (5) The peptide sequence is RGTHPFSRIRDGLQY. The MHC is HLA-DQA10303-DQB10402 with pseudo-sequence HLA-DQA10303-DQB10402. The binding affinity (normalized) is 0.365. (6) The peptide sequence is GFKAAVAAAASVP. The MHC is HLA-DQA10501-DQB10301 with pseudo-sequence HLA-DQA10501-DQB10301. The binding affinity (normalized) is 0.936. (7) The peptide sequence is VCGERGFFYTPKT. The MHC is DRB1_1501 with pseudo-sequence DRB1_1501. The binding affinity (normalized) is 0.0923. (8) The peptide sequence is TEEQKLIEKINAGFK. The MHC is HLA-DPA10103-DPB10201 with pseudo-sequence HLA-DPA10103-DPB10201. The binding affinity (normalized) is 0.160. (9) The peptide sequence is FEIKCTKPEACSGEPVVVHI. The MHC is DRB1_0101 with pseudo-sequence DRB1_0101. The binding affinity (normalized) is 0.433.